Dataset: Catalyst prediction with 721,799 reactions and 888 catalyst types from USPTO. Task: Predict which catalyst facilitates the given reaction. (1) Reactant: Cl[C:2]1[CH:7]=[CH:6][N:5]=[CH:4][C:3]=1[N+:8]([O-:10])=[O:9].CC1(C)C(C)(C)OB([C:19]2[CH2:20][CH2:21][N:22]([C:25]([O:27][C:28]([CH3:31])([CH3:30])[CH3:29])=[O:26])[CH2:23][CH:24]=2)O1.C([O-])([O-])=O.[Na+].[Na+]. Product: [N+:8]([C:3]1[CH:4]=[N:5][CH:6]=[CH:7][C:2]=1[C:19]1[CH2:24][CH2:23][N:22]([C:25]([O:27][C:28]([CH3:31])([CH3:30])[CH3:29])=[O:26])[CH2:21][CH:20]=1)([O-:10])=[O:9]. The catalyst class is: 628. (2) The catalyst class is: 26. Product: [ClH:26].[F:19][C:16]1[CH:17]=[CH:18][C:13]([O:12][CH:10]2[CH2:9][NH:8][CH2:11]2)=[CH:14][CH:15]=1. Reactant: C1(C(C2C=CC=CC=2)[N:8]2[CH2:11][CH:10]([O:12][C:13]3[CH:18]=[CH:17][C:16]([F:19])=[CH:15][CH:14]=3)[CH2:9]2)C=CC=CC=1.[Cl:26]C(OC(Cl)=O)C. (3) Reactant: [H-].[Al+3].[Li+].[H-].[H-].[H-].[I:7][C:8]1[CH:9]=[C:10]2[C:14](=[CH:15][CH:16]=1)[N:13]([CH:17]1[CH2:22][CH2:21][CH2:20][CH2:19][O:18]1)[N:12]=[C:11]2[C:23](N(OC)C)=[O:24]. Product: [I:7][C:8]1[CH:9]=[C:10]2[C:14](=[CH:15][CH:16]=1)[N:13]([CH:17]1[CH2:22][CH2:21][CH2:20][CH2:19][O:18]1)[N:12]=[C:11]2[CH:23]=[O:24]. The catalyst class is: 1.